Dataset: Forward reaction prediction with 1.9M reactions from USPTO patents (1976-2016). Task: Predict the product of the given reaction. (1) Given the reactants [CH2:1]([N:8]1[C:16]2[C:15](=[O:17])[NH:14][C:13](=[O:18])[N:12]([CH3:19])[C:11]=2[N:10]=[C:9]1[CH3:20])[C:2]1[CH:7]=[CH:6][CH:5]=[CH:4][CH:3]=1.[H-].[Na+].[C:23]([O:26][CH:27]([CH3:33])[CH2:28][CH2:29][CH2:30][CH2:31][Cl:32])(=[O:25])[CH3:24], predict the reaction product. The product is: [C:23]([O:26][CH:27]([CH3:33])[CH2:28][CH2:29][CH2:30][CH2:31][Cl:32])(=[O:25])[CH3:24].[C:23]([O:26][C@H:27]([CH3:33])[CH2:28][CH2:29][CH2:30][CH2:31][N:14]1[C:15](=[O:17])[C:16]2[N:8]([CH2:1][C:2]3[CH:7]=[CH:6][CH:5]=[CH:4][CH:3]=3)[C:9]([CH3:20])=[N:10][C:11]=2[N:12]([CH3:19])[C:13]1=[O:18])(=[O:25])[CH3:24]. (2) Given the reactants Br[C:2]1[CH:3]=[C:4]([OH:11])[C:5]2[N:6]([N:8]=[CH:9][CH:10]=2)[CH:7]=1.Br.Br[CH2:14][C:15]1[CH:16]=[N:17][CH:18]=[CH:19][CH:20]=1.[H-].[Na+], predict the reaction product. The product is: [CH3:7][N:6]1[CH:5]=[C:10]([C:2]2[CH:3]=[C:4]([O:11][CH2:14][C:15]3[CH:16]=[N:17][CH:18]=[CH:19][CH:20]=3)[C:5]3[N:6]([N:8]=[CH:9][CH:10]=3)[CH:7]=2)[CH:9]=[N:8]1. (3) The product is: [CH2:1]([C:8]1[CH:9]=[CH:10][C:11]2[NH:14][C:15]3[CH:16]=[N:17][N:18]([CH3:23])[C:19]=3[C:20](=[O:22])[C:12]=2[CH:13]=1)[C:2]1[CH:7]=[CH:6][CH:5]=[CH:4][CH:3]=1. Given the reactants [CH2:1]([C:8]1[CH:13]=[CH:12][C:11]([NH:14][C:15]2[CH:16]=[N:17][N:18]([CH3:23])[C:19]=2[C:20]([OH:22])=O)=[CH:10][CH:9]=1)[C:2]1[CH:7]=[CH:6][CH:5]=[CH:4][CH:3]=1, predict the reaction product. (4) Given the reactants [C:1]([O:5][CH2:6][CH:7](O)[CH3:8])(=[O:4])[CH:2]=[CH2:3].[C:10]([O:14][CH2:15][CH2:16][CH2:17]O)(=[O:13])[CH:11]=[CH2:12], predict the reaction product. The product is: [CH2:12]=[CH:11][C:10]([O:14][CH2:15][CH2:16][CH2:17][CH2:8][CH2:7][CH2:6][O:5][C:1]([CH:2]=[CH2:3])=[O:4])=[O:13].[C:10]([O:14][CH2:15][CH2:16][CH2:17][CH2:8][CH2:7][CH2:6][O:5][C:1](=[O:4])[CH:2]=[CH2:3])(=[O:13])[CH:11]=[CH2:12]. (5) Given the reactants [C:1]([C:5]1[N:6]=[C:7]([N:16]2[CH2:20][CH2:19][C:18]([F:22])([F:21])[CH2:17]2)[C:8]2[N:13]=[N:12][N:11]([CH2:14][CH3:15])[C:9]=2[N:10]=1)([CH3:4])([CH3:3])[CH3:2].C(C1N=C(N2CCC(F)(F)C2)C2N=NNC=2N=1)(C)(C)C.BrCC[C:46]1[CH:51]=[CH:50][CH:49]=[CH:48][CH:47]=1, predict the reaction product. The product is: [C:1]([C:5]1[N:6]=[C:7]([N:16]2[CH2:20][CH2:19][C:18]([F:21])([F:22])[CH2:17]2)[C:8]2[N:13]=[N:12][N:11]([CH2:14][CH2:15][C:46]3[CH:51]=[CH:50][CH:49]=[CH:48][CH:47]=3)[C:9]=2[N:10]=1)([CH3:2])([CH3:3])[CH3:4].